This data is from Reaction yield outcomes from USPTO patents with 853,638 reactions. The task is: Predict the reaction yield, written as a fraction of the theoretical maximum amount of product (1.0 means a 100% yield; for example, 0.34 means a 34% yield). (1) The reactants are [CH3:1][O:2][C:3]1[CH:11]=[C:10]([C:12]([O:14][CH3:15])=[O:13])[CH:9]=[C:8]2[C:4]=1[CH:5]=[N:6][NH:7]2.F[B-](F)(F)F.[CH3:21][O+](C)C. The catalyst is C(OCC)(=O)C. The product is [CH3:1][O:2][C:3]1[C:4]2[C:8]([CH:9]=[C:10]([C:12]([O:14][CH3:15])=[O:13])[CH:11]=1)=[N:7][N:6]([CH3:21])[CH:5]=2. The yield is 0.760. (2) The reactants are [CH2:1]([O:8][C:9](=[O:26])[C:10]([CH3:25])([O:12][C:13]1[CH:18]=[CH:17][CH:16]=[C:15]([CH:19]2[CH2:24][CH2:23][CH2:22][NH:21][CH2:20]2)[CH:14]=1)[CH3:11])[C:2]1[CH:7]=[CH:6][CH:5]=[CH:4][CH:3]=1.[CH:27]([C:30]1[CH:35]=[CH:34][C:33]([CH2:36][C:37](O)=[O:38])=[CH:32][CH:31]=1)([CH3:29])[CH3:28].Cl.CN(C)CCCN=C=NCC. The catalyst is C(Cl)Cl. The product is [CH2:1]([O:8][C:9](=[O:26])[C:10]([O:12][C:13]1[CH:18]=[CH:17][CH:16]=[C:15]([CH:19]2[CH2:24][CH2:23][CH2:22][N:21]([C:37](=[O:38])[CH2:36][C:33]3[CH:34]=[CH:35][C:30]([CH:27]([CH3:28])[CH3:29])=[CH:31][CH:32]=3)[CH2:20]2)[CH:14]=1)([CH3:11])[CH3:25])[C:2]1[CH:7]=[CH:6][CH:5]=[CH:4][CH:3]=1. The yield is 0.890. (3) The reactants are C(NC(C1SC(NC(N(CC(OC)OC)CC2C=CC(F)=CC=2)=O)=NC=1C)=O)C1C=CC=CC=1.CO[CH:37]([O:68]C)[CH2:38][N:39]([CH2:59][CH2:60][C:61]1[CH:66]=[CH:65][C:64]([F:67])=[CH:63][CH:62]=1)[C:40](=[O:58])[NH:41][C:42]1[S:43][C:44]([C:48]([NH:50][CH2:51][C:52]2[CH:53]=[N:54][CH:55]=[CH:56][CH:57]=2)=[O:49])=[C:45]([CH3:47])[N:46]=1. No catalyst specified. The product is [F:67][C:64]1[CH:63]=[CH:62][C:61]([CH2:60][CH2:59][N:39]2[CH2:38][CH:37]([OH:68])[N:41]([C:42]3[S:43][C:44]([C:48]([NH:50][CH2:51][C:52]4[CH:53]=[N:54][CH:55]=[CH:56][CH:57]=4)=[O:49])=[C:45]([CH3:47])[N:46]=3)[C:40]2=[O:58])=[CH:66][CH:65]=1. The yield is 0.210. (4) The reactants are Br[C:2]1[CH:10]=[C:9]2[C:5]([CH:6]=[CH:7][NH:8]2)=[CH:4][C:3]=1[F:11].[C:12]1(B(O)O)[CH:17]=[CH:16][CH:15]=[CH:14][CH:13]=1.C(=O)([O-])[O-].[Na+].[Na+].COCCOC. The catalyst is C1C=CC([P]([Pd]([P](C2C=CC=CC=2)(C2C=CC=CC=2)C2C=CC=CC=2)([P](C2C=CC=CC=2)(C2C=CC=CC=2)C2C=CC=CC=2)[P](C2C=CC=CC=2)(C2C=CC=CC=2)C2C=CC=CC=2)(C2C=CC=CC=2)C2C=CC=CC=2)=CC=1.O. The product is [F:11][C:3]1[CH:4]=[C:5]2[C:9](=[CH:10][C:2]=1[C:12]1[CH:17]=[CH:16][CH:15]=[CH:14][CH:13]=1)[NH:8][CH:7]=[CH:6]2. The yield is 0.950. (5) The reactants are [ClH:1].[CH2:2]([C:4]1[S:27][C:7]2[N:8]=[CH:9][N:10]=[C:11]([N:12]3[CH2:17][CH2:16][CH:15]([CH2:18][NH:19]C(=O)OC(C)(C)C)[CH2:14][CH2:13]3)[C:6]=2[CH:5]=1)[CH3:3]. The catalyst is ClCCl. The product is [ClH:1].[CH2:2]([C:4]1[S:27][C:7]2[N:8]=[CH:9][N:10]=[C:11]([N:12]3[CH2:13][CH2:14][CH:15]([CH2:18][NH2:19])[CH2:16][CH2:17]3)[C:6]=2[CH:5]=1)[CH3:3]. The yield is 0.880. (6) The reactants are [I:1][C:2]1[C:10]2[C:5](=[N:6][CH:7]=[CH:8][CH:9]=2)[NH:4][CH:3]=1.[H-].[Na+].[CH:13]([Si:16](Cl)([CH:20]([CH3:22])[CH3:21])[CH:17]([CH3:19])[CH3:18])([CH3:15])[CH3:14].O. The catalyst is CN(C)C=O. The product is [I:1][C:2]1[C:10]2[C:5](=[N:6][CH:7]=[CH:8][CH:9]=2)[N:4]([Si:16]([CH:20]([CH3:22])[CH3:21])([CH:17]([CH3:19])[CH3:18])[CH:13]([CH3:15])[CH3:14])[CH:3]=1. The yield is 0.982.